From a dataset of Full USPTO retrosynthesis dataset with 1.9M reactions from patents (1976-2016). Predict the reactants needed to synthesize the given product. (1) Given the product [C:1]([C:3]1[CH:42]=[CH:41][C:6]2[NH:7][C:8]([C:10]([NH:15][CH2:16][C:17]([OH:19])=[O:18])([C:22]3[C:30]([O:31][CH3:32])=[CH:29][C:28]([CH3:33])=[C:27]4[C:23]=3[CH:24]=[CH:25][NH:26]4)[C:11]([F:12])([F:13])[F:14])=[N:9][C:5]=2[CH:4]=1)#[N:2], predict the reactants needed to synthesize it. The reactants are: [C:1]([C:3]1[CH:42]=[CH:41][C:6]2[NH:7][C:8]([C:10]([C:22]3[C:30]([O:31][CH3:32])=[CH:29][C:28]([CH3:33])=[C:27]4[C:23]=3[CH:24]=[CH:25][N:26]4C(OC(C)(C)C)=O)([NH:15][CH2:16][C:17]([O:19]CC)=[O:18])[C:11]([F:14])([F:13])[F:12])=[N:9][C:5]=2[CH:4]=1)#[N:2].C([O-])([O-])=O.[Cs+].[Cs+]. (2) Given the product [Cl:1][C:2]1[CH:7]=[CH:6][C:5]([NH:8][C:9]([CH:11]2[CH2:16][N:15]([C:17](=[O:29])[C:18]3[CH:23]=[CH:22][CH:21]=[C:20]([C:24]4[O:25][CH:26]=[CH:27][CH:28]=4)[CH:19]=3)[CH2:14][CH2:13][N:12]2[C:30]([O:31][CH2:32][CH3:33])=[O:34])=[O:10])=[CH:4][CH:3]=1, predict the reactants needed to synthesize it. The reactants are: [Cl:1][C:2]1[CH:7]=[CH:6][C:5]([NH:8][C:9]([CH:11]2[CH2:16][N:15]([C:17](=[O:29])[C:18]3[CH:23]=[CH:22][CH:21]=[C:20]([C:24]4[O:25][CH:26]=[CH:27][CH:28]=4)[CH:19]=3)[CH2:14][CH2:13][NH:12]2)=[O:10])=[CH:4][CH:3]=1.[C:30](Cl)(=[O:34])[O:31][CH2:32][CH3:33]. (3) Given the product [ClH:1].[CH3:13][O:12][C:9]1[CH:10]=[C:11]2[C:6](=[CH:7][C:8]=1[O:14][CH2:15][CH2:16][CH2:17][N:18]1[CH2:23][CH2:22][N:21]([CH3:24])[CH2:20][CH2:19]1)[N:5]=[CH:4][N:3]=[C:2]2[NH:34][C:32]1[CH:31]=[CH:30][C:29]2[S:25][C:26]([NH2:35])=[N:27][C:28]=2[CH:33]=1, predict the reactants needed to synthesize it. The reactants are: [Cl:1][C:2]1[C:11]2[C:6](=[CH:7][C:8]([O:14][CH2:15][CH2:16][CH2:17][N:18]3[CH2:23][CH2:22][N:21]([CH3:24])[CH2:20][CH2:19]3)=[C:9]([O:12][CH3:13])[CH:10]=2)[N:5]=[CH:4][N:3]=1.[S:25]1[C:29]2[CH:30]=[CH:31][C:32]([NH2:34])=[CH:33][C:28]=2[N:27]=[C:26]1[NH2:35].Cl. (4) The reactants are: [CH3:1][CH:2]1[CH2:6][N:5]([C:7]([O:9][C:10]([CH3:13])([CH3:12])[CH3:11])=[O:8])[C@H:4]([C:14]2[NH:15][CH:16]=[C:17]([CH3:19])[N:18]=2)[CH2:3]1.[I:20]N1C(=O)CCC1=O.O. Given the product [I:20][C:16]1[NH:15][C:14]([C@@H:4]2[CH2:3][C@H:2]([CH3:1])[CH2:6][N:5]2[C:7]([O:9][C:10]([CH3:13])([CH3:11])[CH3:12])=[O:8])=[N:18][C:17]=1[CH3:19], predict the reactants needed to synthesize it.